The task is: Predict the reactants needed to synthesize the given product.. This data is from Full USPTO retrosynthesis dataset with 1.9M reactions from patents (1976-2016). Given the product [Cl:19][C:2]1[C:11]2[C:6](=[CH:7][CH:8]=[C:9]([NH:12][C:13](=[O:15])[CH3:14])[CH:10]=2)[N:5]=[C:4]([CH3:16])[CH:3]=1, predict the reactants needed to synthesize it. The reactants are: O[C:2]1[C:11]2[C:6](=[CH:7][CH:8]=[C:9]([NH:12][C:13](=[O:15])[CH3:14])[CH:10]=2)[N:5]=[C:4]([CH3:16])[CH:3]=1.P(Cl)(Cl)([Cl:19])=O.N.